From a dataset of Reaction yield outcomes from USPTO patents with 853,638 reactions. Predict the reaction yield, written as a fraction of the theoretical maximum amount of product (1.0 means a 100% yield; for example, 0.34 means a 34% yield). (1) The reactants are [O:1]1[C:5]2[CH:6]=[CH:7][C:8]([CH2:10][O:11][C:12]3[CH:20]=[CH:19][CH:18]=[C:14]([C:15]([OH:17])=O)[C:13]=3[C:21]([OH:23])=O)=[CH:9][C:4]=2[O:3][CH2:2]1.Cl.[NH2:25][CH:26]1[CH2:32][CH2:31][C:30](=[O:33])[NH:29][C:27]1=[O:28]. The catalyst is N1C=CC=CC=1. The product is [O:1]1[C:5]2[CH:6]=[CH:7][C:8]([CH2:10][O:11][C:12]3[CH:20]=[CH:19][CH:18]=[C:14]4[C:13]=3[C:21](=[O:23])[N:25]([CH:26]3[CH2:32][CH2:31][C:30](=[O:33])[NH:29][C:27]3=[O:28])[C:15]4=[O:17])=[CH:9][C:4]=2[O:3][CH2:2]1. The yield is 0.290. (2) The reactants are [OH-].[Na+].[F:3][C:4]1[C:13]([F:14])=[C:12]([O:15][CH3:16])[CH:11]=[CH:10][C:5]=1[C:6]([O:8]C)=[O:7].C1COCC1.Cl. The catalyst is CO. The product is [F:3][C:4]1[C:13]([F:14])=[C:12]([O:15][CH3:16])[CH:11]=[CH:10][C:5]=1[C:6]([OH:8])=[O:7]. The yield is 0.960. (3) The reactants are [O:1]1[C:5]2[CH:6]=[CH:7][C:8]([C:10]3[O:14][C:13]([SH:15])=[N:12][N:11]=3)=[CH:9][C:4]=2[CH2:3][CH2:2]1.Cl[CH2:17][C:18]1[CH:26]=[CH:25][C:21]([C:22]([OH:24])=[O:23])=[CH:20][CH:19]=1. No catalyst specified. The product is [O:1]1[C:5]2[CH:6]=[CH:7][C:8]([C:10]3[O:14][C:13]([S:15][CH2:17][C:18]4[CH:26]=[CH:25][C:21]([C:22]([OH:24])=[O:23])=[CH:20][CH:19]=4)=[N:12][N:11]=3)=[CH:9][C:4]=2[CH2:3][CH2:2]1. The yield is 1.00. (4) The reactants are [N:1]1[C:11]2[C:6](=[CH:7][CH:8]=[CH:9][CH:10]=2)[C:4]([CH3:5])=[CH:3][CH:2]=1.[Br:12][CH2:13][CH2:14][CH2:15][OH:16]. The catalyst is C(#N)C. The product is [Br-:12].[OH:16][CH2:15][CH2:14][CH2:13][N+:1]1[C:11]2[C:6](=[CH:7][CH:8]=[CH:9][CH:10]=2)[C:4]([CH3:5])=[CH:3][CH:2]=1. The yield is 0.840. (5) The reactants are [NH2:1][C:2]1[CH:6]=[C:5]([CH3:7])[NH:4][N:3]=1.[C:8](O)(=[O:10])[CH3:9]. No catalyst specified. The product is [CH3:7][C:5]1[CH:6]=[C:2]([NH:1][C:8](=[O:10])[CH3:9])[NH:3][N:4]=1. The yield is 0.220. (6) The reactants are [NH2:1][C:2]1[CH:6]=[CH:5][O:4][C:3]=1[C:7]([O:9][CH3:10])=[O:8].ClS([N:15]=[C:16]=[O:17])(=O)=O.[C:18]([O-])(O)=O.[Na+]. The catalyst is ClCCl. The product is [NH:1]([C:2]1[CH:6]=[CH:5][O:4][C:3]=1[C:7]([O:9][CH2:10][CH3:18])=[O:8])[C:16]([NH2:15])=[O:17]. The yield is 0.920.